Dataset: Kir2.1 potassium channel HTS with 301,493 compounds. Task: Binary Classification. Given a drug SMILES string, predict its activity (active/inactive) in a high-throughput screening assay against a specified biological target. (1) The molecule is Brc1cc(C(=O)Nc2cc(Cl)c(NC(=O)c3occc3)cc2)ccc1OCC. The result is 0 (inactive). (2) The drug is s1c2ncn(CC(=O)NCCCC(=O)Nc3c(OC)cc(OC)cc3)c(=O)c2c(c1C)C. The result is 0 (inactive). (3) The compound is Clc1ccc(CN2C=C(C(C(=C2)C(OC)=O)c2cc(OCC)c(O)cc2)C(OC)=O)cc1. The result is 0 (inactive). (4) The molecule is s1c2c(=O)n(CCCCC(=O)NCc3ccc(cc3)C)c(=O)[nH]c2cc1. The result is 0 (inactive).